This data is from Reaction yield outcomes from USPTO patents with 853,638 reactions. The task is: Predict the reaction yield, written as a fraction of the theoretical maximum amount of product (1.0 means a 100% yield; for example, 0.34 means a 34% yield). (1) The reactants are [Na].[NH2:2][C:3]1[CH:4]=[C:5]2[CH2:11][C:10]3([CH:16]4[CH2:17][CH2:18][N:13]([CH2:14][CH2:15]4)[CH2:12]3)[O:9][C:6]2=[N:7][CH:8]=1.[CH2:19]=O.[BH4-].[Na+].[OH-].[K+]. The catalyst is CO. The product is [CH3:19][NH:2][C:3]1[CH:4]=[C:5]2[CH2:11][C:10]3([CH:16]4[CH2:15][CH2:14][N:13]([CH2:18][CH2:17]4)[CH2:12]3)[O:9][C:6]2=[N:7][CH:8]=1. The yield is 0.640. (2) The reactants are [Cl:1][C:2]1[CH:10]=[C:6]([C:7]([OH:9])=O)[C:5]([OH:11])=[CH:4][CH:3]=1.[NH2:12][C:13]1[CH:14]=[C:15]([C:19]2[CH:24]=[CH:23][CH:22]=[CH:21][CH:20]=2)[CH:16]=[CH:17][CH:18]=1. No catalyst specified. The product is [C:15]1([C:19]2[CH:20]=[CH:21][CH:22]=[CH:23][CH:24]=2)[CH:16]=[CH:17][CH:18]=[C:13]([NH:12][C:7](=[O:9])[C:6]2[CH:10]=[C:2]([Cl:1])[CH:3]=[CH:4][C:5]=2[OH:11])[CH:14]=1. The yield is 0.756. (3) The reactants are [Br:1][C:2]1[CH:16]=[C:15](/[CH:17]=[CH:18]/[CH:19]([C:24]2[CH:29]=[C:28]([Cl:30])[C:27]([Cl:31])=[C:26]([Cl:32])[CH:25]=2)[C:20]([F:23])([F:22])[F:21])[CH:14]=[CH:13][C:3]=1[C:4]([NH:6][CH:7]1[CH2:12][CH2:11][NH:10][CH2:9][CH2:8]1)=[O:5].Cl[CH2:34][CH2:35][OH:36]. The catalyst is C1COCC1.C(OCC)(=O)C. The product is [Br:1][C:2]1[CH:16]=[C:15](/[CH:17]=[CH:18]/[CH:19]([C:24]2[CH:25]=[C:26]([Cl:32])[C:27]([Cl:31])=[C:28]([Cl:30])[CH:29]=2)[C:20]([F:23])([F:21])[F:22])[CH:14]=[CH:13][C:3]=1[C:4]([NH:6][CH:7]1[CH2:12][CH2:11][N:10]([CH2:34][CH2:35][OH:36])[CH2:9][CH2:8]1)=[O:5]. The yield is 0.340. (4) The reactants are [Br:1][CH2:2][C:3]([C:5]1[C:6](=[O:16])[O:7][C:8]2[C:13]([CH:14]=1)=[CH:12][CH:11]=[C:10]([F:15])[CH:9]=2)=O.[CH3:17][C:18]1[C:19]([NH2:25])=[N:20][CH:21]=[C:22]([CH3:24])[N:23]=1. The catalyst is CC#N.CCOCC. The product is [BrH:1].[CH3:24][C:22]1[N:23]=[C:18]([CH3:17])[C:19]2[N:20]([CH:2]=[C:3]([C:5]3[C:6](=[O:16])[O:7][C:8]4[C:13]([CH:14]=3)=[CH:12][CH:11]=[C:10]([F:15])[CH:9]=4)[N:25]=2)[CH:21]=1. The yield is 0.900. (5) The reactants are [CH2:1]1[C:5]2=[C:6]([CH:13]=O)[C:7]3[CH:8]=[CH:9][CH:10]=[CH:11][C:12]=3[N:4]2[CH2:3][CH2:2]1.[CH3:15][N:16]1C2C(=CC=CC=2)C(C)=C1C=O. No catalyst specified. The product is [CH3:15][NH:16][CH2:13][C:6]1[C:7]2[CH:8]=[CH:9][CH:10]=[CH:11][C:12]=2[N:4]2[CH2:3][CH2:2][CH2:1][C:5]=12. The yield is 0.540. (6) The reactants are [CH2:1]([O:5][C:6]1[CH:13]=[CH:12][C:9]([C:10]#[N:11])=[CH:8][CH:7]=1)[CH2:2][CH:3]=[CH2:4].C1C=C(Cl)C=C(C(OO)=[O:22])C=1. The catalyst is C(Cl)Cl. The product is [O:22]1[CH2:4][CH:3]1[CH2:2][CH2:1][O:5][C:6]1[CH:7]=[CH:8][C:9]([C:10]#[N:11])=[CH:12][CH:13]=1. The yield is 0.970. (7) The reactants are [Br:1][C:2]1[C:3](=[O:17])[NH:4][CH:5]=[CH:6][C:7]=1[O:8][CH2:9][C:10]1[CH:15]=[CH:14][C:13]([F:16])=[CH:12][CH:11]=1.C([O-])([O-])=O.[K+].[K+].[C:24]([O:28][C:29](=[O:40])[NH:30][CH2:31][C:32]1[CH:37]=[CH:36][CH:35]=[C:34]([CH2:38]Br)[CH:33]=1)([CH3:27])([CH3:26])[CH3:25]. The catalyst is CN(C=O)C. The product is [C:24]([O:28][C:29](=[O:40])[NH:30][CH2:31][C:32]1[CH:37]=[CH:36][CH:35]=[C:34]([CH2:38][N:4]2[CH:5]=[CH:6][C:7]([O:8][CH2:9][C:10]3[CH:15]=[CH:14][C:13]([F:16])=[CH:12][CH:11]=3)=[C:2]([Br:1])[C:3]2=[O:17])[CH:33]=1)([CH3:27])([CH3:26])[CH3:25]. The yield is 0.200.